This data is from Catalyst prediction with 721,799 reactions and 888 catalyst types from USPTO. The task is: Predict which catalyst facilitates the given reaction. Reactant: [CH:1]1([C:4]2[C:16](C(O)=O)=[C:7]3[C:8]([CH2:14][OH:15])=[CH:9][CH:10]=[C:11]([O:12][CH3:13])[N:6]3[N:5]=2)[CH2:3][CH2:2]1. Product: [CH:1]1([C:4]2[CH:16]=[C:7]3[C:8]([CH2:14][OH:15])=[CH:9][CH:10]=[C:11]([O:12][CH3:13])[N:6]3[N:5]=2)[CH2:2][CH2:3]1. The catalyst class is: 262.